This data is from Experimentally validated miRNA-target interactions with 360,000+ pairs, plus equal number of negative samples. The task is: Binary Classification. Given a miRNA mature sequence and a target amino acid sequence, predict their likelihood of interaction. (1) The miRNA is hsa-miR-873-3p with sequence GGAGACUGAUGAGUUCCCGGGA. The protein sequence of the target gene is MASLLQSDRVLYLVQGEKKVRAPLSQLYFCRYCSELRSLECVSHEVDSHYCPSCLENMPSAEAKLKKNRCANCFDCPGCMHTLSTRATSISTQLPDDPAKTTMKKAYYLACGFCRWTSRDVGMADKSVASGGWQEPENPHTQRMNKLIEYYQQLAQKEKVERDRKKLARRRNYMPLAFSDKYGLGTRLQRPRAGASISTLAGLSLKEGEDQKEIKIEPAQAVDEVEPLPEDYYTRPVNLTEVTTLQQRLLQPDFQPVCASQLYPRHKHLLIKRSLRCRKCEHNLSKPEFNPTSIKFKIQL.... Result: 1 (interaction). (2) The miRNA is hsa-miR-578 with sequence CUUCUUGUGCUCUAGGAUUGU. The protein sequence of the target gene is MDALVEDDICILNHEKAHKRDTVTPVSIYSGDESVASHFALVTAYEDIKKRLKDSEKENSLLKKRIRFLEEKLIARFEEETSSVGREQVNKAYHAYREVCIDRDNLKSKLDKMNKDNSESLKVLNEQLQSKEVELLQLRTEVETQQVMRNLNPPSSNWEVEKLSCDLKIHGLEQELELMRKECSDLKIELQKAKQTDPYQEDNLKSRDLQKLSISSDNMQHAYWELKREMSNLHLVTQVQAELLRKLKTSTAIKKACAPVGCSEDLGRDSTKLHLMNFTATYTRHPPLLPNGKALCHTTS.... Result: 1 (interaction). (3) The miRNA is mmu-miR-433-3p with sequence AUCAUGAUGGGCUCCUCGGUGU. The protein sequence of the target gene is MQQPRVESDIIGAGEGPQRAVPWSAWIIRQDWVRWWVCHIPRSWTQWWNTSGWRQPLQRMLWGLEGTLYLLLALMLCHALFTTGSYLLSSLWPVVAVMWSHLLPAILLLVLSALPALLFAASFLLLFSTLLSLVGLLTSMTQPGYAQDLDQ. Result: 1 (interaction). (4) The miRNA is hsa-miR-142-3p with sequence UGUAGUGUUUCCUACUUUAUGGA. The protein sequence of the target gene is MPTGFVAPILCVLLPSPTREAATVASATGDSASERESAAPAAAPTAEAPPPSVVTRPEPQALPSPAIRAPLPDLYPFGTMRGGGFGDRDRDRDRGGFGARGGGGLPPKKFGNPGERLRKKKWDLSELPKFEKNFYVEHPEVARLTPYEVDELRRKKEITVRGGDVCPKPVFAFHHANFPQYVMDVLMDQHFTEPTPIQCQGFPLALSGRDMVGIAQTGSGKTLAYLLPAIVHINHQPYLERGDGPICLVLAPTRELAQQVQQVADDYGKCSRLKSTCIYGGAPKGPQIRDLERGVEICIA.... Result: 1 (interaction). (5) The miRNA is hsa-miR-1227-3p with sequence CGUGCCACCCUUUUCCCCAG. The protein sequence of the target gene is MQHLLEYMPEDLPVRDTDSSPLLKGTSGKNVRAQPHLGRMNQKELNCRRLHLHEEPTLVKEPSPKQRDKNRRRRTNVQRSTTTQPDLRTLAVLQEPERRRRPWVSASPSPSAPPRAPVPGRKAHVQRLCPSTAVGSAQPRVHAGRRLPHIAGPNDRRSHTAPPAFKDYVADKNTRIEITREPSQLTHTMTTDSTHVEEIPRSPEKTSKVEKPEQRSSEECTQKAAELRASIKENVELIRLKKLLQERNTSLAATEAQLTRVQEAYEDLLQKNQGILDTAHNAFLSQVNELKAELSEESKK.... Result: 0 (no interaction). (6) The miRNA is mmu-miR-3090-3p with sequence UCCCAGGUGACACCCUGACUCA. The protein sequence of the target gene is MSSGNAKIGYPAPNFKATAVMPDGQFKDISLSEYKGKYVVFFFYPLDFTFVCPTEIIAFSDRADEFKKLNCQVIGASVDSHFCHLAWINTPKKQGGLGPMNIPLISDPKRTIAQDYGVLKADEGISFRGLFIIDDKGILRQITINDLPVGRSVDEIIRLVQAFQFTDKHGEVCPAGWKPGSDTIKPDVNKSKEYFSKQK. Result: 1 (interaction). (7) The miRNA is hsa-miR-4763-3p with sequence AGGCAGGGGCUGGUGCUGGGCGGG. The protein sequence of the target gene is MAAGLFGLSARRLLAAAATRGLPAARVRWESSFSRTVVAPSAVAGKRPPEPTTPWQEDPEPEDENLYEKNPDSHGYDKDPVLDVWNMRLVFFFGVSIILVLGSTFVAYLPDYRMKEWSRREAERLVKYREANGLPIMESNCFDPSKIQLPEDE. Result: 1 (interaction). (8) The miRNA is hsa-miR-6783-3p with sequence UUCCUGGGCUUCUCCUCUGUAG. The protein sequence of the target gene is MAAAEEEPKPKKLKVEAPQALRENILFGMGNPLLDISAVVDKDFLDKYSLKPNDQILAEDKHKELFDELVKKFKVEYHAGGSTQNSIKVAQWMIQQPHKAATFFGCIGIDKFGEILKRKAAEAHVDAHYYEQNEQPTGTCAACITGDNRSLIANLAAANCYKKEKHLDLEKNWMLVEKARVCYIAGFFLTVSPESVLKVAHHASENNRIFTLNLSAPFISQFYKESLMKVMPYVDILFGNETEAATFAREQGFETKDIKEIAKKTQALPKMNSKRQRIVIFTQGRDDTIMATESEVTAFA.... Result: 1 (interaction). (9) The miRNA is hsa-miR-302a-3p with sequence UAAGUGCUUCCAUGUUUUGGUGA. The protein sequence of the target gene is MQPLWLCWALWVLPLASPGAALTGEQLLGSLLRQLQLKEVPTLDRADMEELVIPTHVRAQYVALLQRSHGDRSRGKRFSQSFREVAGRFLALEASTHLLVFGMEQRLPPNSELVQAVLRLFQEPVPKAALHRHGRLSPRSARARVTVEWLRVRDDGSNRTSLIDSRLVSVHESGWKAFDVTEAVNFWQQLSRPRQPLLLQVSVQREHLGPLASGAHKLVRFASQGAPAGLGEPQLELHTLDLGDYGAQGDCDPEAPMTEGTRCCRQEMYIDLQGMKWAENWVLEPPGFLAYECVGTCRQP.... Result: 1 (interaction). (10) The miRNA is hsa-miR-151a-5p with sequence UCGAGGAGCUCACAGUCUAGU. The protein sequence of the target gene is MSKLPADSSVPQTGAANGDRDVPQAEVGRGRREPAPAQPEEAGEGAMAAARGGPVPAAREGRMAAARAAPAAAARGAPVAAAALARAAAAGRESPAAAAAREARMAEVARLLGEPVDEEGPEGRPRSRHGNGGLAALPYLRLRHPLSVLGINYQQFLRHYLENYPIAPGRIQELEERRRRFVEACRAREAAFDAEYQRNPHRVDLDILTFTIALTASEVINPLIEELGCDKFINRE. Result: 0 (no interaction).